This data is from Reaction yield outcomes from USPTO patents with 853,638 reactions. The task is: Predict the reaction yield, written as a fraction of the theoretical maximum amount of product (1.0 means a 100% yield; for example, 0.34 means a 34% yield). (1) The reactants are [F:1][C:2]1[CH:3]=[C:4]([C:8]2([CH2:28][CH2:29][N:30]3[C@H:35]4[CH2:36][CH2:37][C@@H:31]3[CH2:32][CH:33]([N:38]3[C:42]5[CH:43]=[CH:44][CH:45]=[CH:46][C:41]=5[N:40]=[C:39]3[CH3:47])[CH2:34]4)[CH2:13][CH2:12][N:11]([C:14]([C@@H:16]([NH:20]C(=O)OC(C)(C)C)[CH:17]([CH3:19])[CH3:18])=[O:15])[CH2:10][CH2:9]2)[CH:5]=[CH:6][CH:7]=1.Cl. No catalyst specified. The product is [F:1][C:2]1[CH:3]=[C:4]([C:8]2([CH2:28][CH2:29][N:30]3[C@H:31]4[CH2:37][CH2:36][C@@H:35]3[CH2:34][CH:33]([N:38]3[C:42]5[CH:43]=[CH:44][CH:45]=[CH:46][C:41]=5[N:40]=[C:39]3[CH3:47])[CH2:32]4)[CH2:13][CH2:12][N:11]([C:14]([C@@H:16]([NH2:20])[CH:17]([CH3:18])[CH3:19])=[O:15])[CH2:10][CH2:9]2)[CH:5]=[CH:6][CH:7]=1. The yield is 0.990. (2) The reactants are C(O[C:4](OCC)([C:7]1[CH:12]=[CH:11][N:10]=[CH:9][CH:8]=1)[CH2:5][NH2:6])C.[C:16](=[NH:22])(OCC)[CH2:17][CH3:18]. The catalyst is C(O)C. The product is [CH2:17]([C:16]1[NH:6][CH:5]=[C:4]([C:7]2[CH:8]=[CH:9][N:10]=[CH:11][CH:12]=2)[N:22]=1)[CH3:18]. The yield is 0.380. (3) The reactants are [OH-].[Na+].Cl.Cl.[NH2:5][CH2:6][CH2:7][O:8][CH2:9][CH2:10][NH2:11].[CH3:12][C:13]([O:16][C:17](O[C:17]([O:16][C:13]([CH3:15])([CH3:14])[CH3:12])=[O:18])=[O:18])([CH3:15])[CH3:14]. The catalyst is CO.C1COCC1. The product is [NH2:5][CH2:6][CH2:7][O:8][CH2:9][CH2:10][NH:11][C:17](=[O:18])[O:16][C:13]([CH3:15])([CH3:14])[CH3:12]. The yield is 0.740.